From a dataset of Forward reaction prediction with 1.9M reactions from USPTO patents (1976-2016). Predict the product of the given reaction. (1) The product is: [F:1][C:2]1([F:16])[CH2:7][CH2:6][CH:5]([NH2:8])[CH2:4][CH2:3]1. Given the reactants [F:1][C:2]1([F:16])[CH2:7][CH2:6][CH:5]([NH:8]C(=O)OC(C)(C)C)[CH2:4][CH2:3]1.CC1C=CC(S(O)(=O)=O)=CC=1.O, predict the reaction product. (2) Given the reactants [Si:1]([O:8][CH2:9][C:10]1[CH:15]=[CH:14][N:13]([C:16]([O:18][CH3:19])=[O:17])[CH:12]([CH2:20][CH2:21][C:22]([CH3:25])([CH3:24])[CH3:23])[CH:11]=1)([C:4]([CH3:7])([CH3:6])[CH3:5])([CH3:3])[CH3:2], predict the reaction product. The product is: [Si:1]([O:8][CH2:9][CH:10]1[CH2:15][CH2:14][N:13]([C:16]([O:18][CH3:19])=[O:17])[CH:12]([CH2:20][CH2:21][C:22]([CH3:25])([CH3:24])[CH3:23])[CH2:11]1)([C:4]([CH3:7])([CH3:6])[CH3:5])([CH3:2])[CH3:3]. (3) Given the reactants [CH3:1][O:2][C:3]1[CH:8]=[C:7]([O:9]C)[C:6]([C:11]#[C:12][C:13]2[CH:18]=[CH:17][C:16]([O:19][CH3:20])=[CH:15][CH:14]=2)=[CH:5][N:4]=1.[B-](F)(F)(F)F.C1C=CN=CC=1.C1C=CN=CC=1.[IH2+:38], predict the reaction product. The product is: [I:38][C:11]1[C:6]2[CH:5]=[N:4][C:3]([O:2][CH3:1])=[CH:8][C:7]=2[O:9][C:12]=1[C:13]1[CH:18]=[CH:17][C:16]([O:19][CH3:20])=[CH:15][CH:14]=1. (4) Given the reactants [Cl:1][C:2]1[CH:9]=[C:8]([O:10][C@@H:11]2[CH2:15][CH2:14][CH2:13][C@@H:12]2[OH:16])[CH:7]=[CH:6][C:3]=1[C:4]#[N:5].[CH3:17]I, predict the reaction product. The product is: [Cl:1][C:2]1[CH:9]=[C:8]([O:10][C@@H:11]2[CH2:15][CH2:14][CH2:13][C@@H:12]2[O:16][CH3:17])[CH:7]=[CH:6][C:3]=1[C:4]#[N:5]. (5) The product is: [Cl:1][C:2]1[N:7]=[CH:6][C:5]([CH:8]([OH:14])[CH2:9][N:10]([CH2:11][CH2:12][OH:13])[C:20](=[O:21])[O:19][C:16]([CH3:18])([CH3:17])[CH3:15])=[CH:4][CH:3]=1. Given the reactants [Cl:1][C:2]1[N:7]=[CH:6][C:5]([CH:8]([OH:14])[CH2:9][NH:10][CH2:11][CH2:12][OH:13])=[CH:4][CH:3]=1.[CH3:15][C:16]([O:19][C:20](O[C:20]([O:19][C:16]([CH3:18])([CH3:17])[CH3:15])=[O:21])=[O:21])([CH3:18])[CH3:17].O, predict the reaction product. (6) Given the reactants [F:1][C:2]1[CH:7]=[CH:6][C:5]([C:8]2[C:9]([N:14]3[CH2:19][CH2:18][N:17]([CH2:20][C:21]4[CH:22]=[N:23][NH:24][CH:25]=4)[CH2:16][CH2:15]3)=[N:10][CH:11]=[CH:12][N:13]=2)=[CH:4][CH:3]=1.[OH-].[Na+].[ClH:28].[Cl:29][CH2:30][CH2:31][NH:32][CH3:33].[Cl-].[NH4+], predict the reaction product. The product is: [ClH:29].[ClH:28].[F:1][C:2]1[CH:7]=[CH:6][C:5]([C:8]2[C:9]([N:14]3[CH2:19][CH2:18][N:17]([CH2:20][C:21]4[CH:25]=[N:24][N:23]([CH2:30][CH2:31][NH:32][CH3:33])[CH:22]=4)[CH2:16][CH2:15]3)=[N:10][CH:11]=[CH:12][N:13]=2)=[CH:4][CH:3]=1.